Dataset: Catalyst prediction with 721,799 reactions and 888 catalyst types from USPTO. Task: Predict which catalyst facilitates the given reaction. (1) Reactant: [S:1]1[CH:5]=[CH:4][CH:3]=[C:2]1[C:6]1[NH:10][CH:9]=[C:8](/[CH:11]=[CH:12]/[C:13]([O:15][CH2:16][CH3:17])=[O:14])[CH:7]=1.[H][H]. Product: [S:1]1[CH:5]=[CH:4][CH:3]=[C:2]1[C:6]1[NH:10][CH:9]=[C:8]([CH2:11][CH2:12][C:13]([O:15][CH2:16][CH3:17])=[O:14])[CH:7]=1. The catalyst class is: 29. (2) Product: [NH2:16][C:10]1[C:9]([O:8][CH2:1][C:2]2[CH:3]=[CH:4][CH:5]=[CH:6][CH:7]=2)=[CH:14][CH:13]=[CH:12][C:11]=1[OH:15]. The catalyst class is: 5. Reactant: [CH2:1]([O:8][C:9]1[C:10]([N+:16]([O-])=O)=[C:11]([OH:15])[CH:12]=[CH:13][CH:14]=1)[C:2]1[CH:7]=[CH:6][CH:5]=[CH:4][CH:3]=1. (3) The catalyst class is: 4. Product: [NH2:7][CH:8]1[CH2:13][CH2:12][CH2:11][CH:10]([NH:14][C:15](=[O:26])[C:16]2[CH:17]=[CH:18][C:19]([C:22]([CH3:24])([CH3:23])[CH3:25])=[CH:20][CH:21]=2)[CH2:9]1. Reactant: C(OC(=O)[NH:7][CH:8]1[CH2:13][CH2:12][CH2:11][CH:10]([NH:14][C:15](=[O:26])[C:16]2[CH:21]=[CH:20][C:19]([C:22]([CH3:25])([CH3:24])[CH3:23])=[CH:18][CH:17]=2)[CH2:9]1)(C)(C)C.C(O)(C(F)(F)F)=O. (4) The catalyst class is: 12. Reactant: [C:1]([C:3]1[CH:8]=[CH:7][C:6]([CH:9]2[C:14]([C:15]([O:17]CC)=O)=[C:13]([CH2:20]Br)[N:12]([C:22]3[CH:27]=[CH:26][C:25]([F:28])=[C:24]([C:29]([F:32])([F:31])[F:30])[CH:23]=3)[C:11](=[O:33])[NH:10]2)=[CH:5][CH:4]=1)#[N:2].[CH3:34][NH:35][NH2:36]. Product: [F:28][C:25]1[CH:26]=[CH:27][C:22]([N:12]2[C:13]3[CH2:20][N:35]([CH3:34])[NH:36][C:15](=[O:17])[C:14]=3[CH:9]([C:6]3[CH:7]=[CH:8][C:3]([C:1]#[N:2])=[CH:4][CH:5]=3)[NH:10][C:11]2=[O:33])=[CH:23][C:24]=1[C:29]([F:32])([F:31])[F:30]. (5) Reactant: [C:1]([OH:8])(=[O:7])/[CH:2]=[CH:3]/[C:4]([OH:6])=[O:5].[F:9][C:10]1[CH:11]=[C:12]([CH:16]=[C:17]([F:19])[CH:18]=1)[C:13]([NH2:15])=[O:14]. Product: [C:1]([OH:8])(=[O:7])/[CH:2]=[CH:3]/[C:4]([OH:6])=[O:5].[F:9][C:10]1[CH:11]=[C:12]([CH:16]=[C:17]([F:19])[CH:18]=1)[C:13]([NH2:15])=[O:14]. The catalyst class is: 311. (6) Reactant: [CH3:1][C:2]1[N:3]=[CH:4][NH:5][CH:6]=1.Cl[C:8]1[CH:13]=[CH:12][C:11]([N+:14]([O-:16])=[O:15])=[CH:10][C:9]=1[O:17][CH3:18].[OH-].[K+].O. Product: [CH3:18][O:17][C:9]1[CH:10]=[C:11]([N+:14]([O-:16])=[O:15])[CH:12]=[CH:13][C:8]=1[N:5]1[CH:6]=[C:2]([CH3:1])[N:3]=[CH:4]1. The catalyst class is: 16.